From a dataset of Forward reaction prediction with 1.9M reactions from USPTO patents (1976-2016). Predict the product of the given reaction. (1) Given the reactants [C:1](Cl)(=[O:4])[CH:2]=[CH2:3].C(O[CH2:10][CH3:11])(=O)C.[C:12]([NH:16]CCCC#N)([CH3:15])([CH3:14])[CH3:13].C([N:24]([CH2:27][CH3:28])CC)C, predict the reaction product. The product is: [C:12]([NH:16][C:1](=[O:4])[C:2]([CH2:10][CH2:11][CH2:28][C:27]#[N:24])=[CH2:3])([CH3:15])([CH3:14])[CH3:13]. (2) The product is: [Cl:5][CH2:6][CH2:7][CH2:8][C:9]([C:17]1[C:16]2[C:20](=[CH:21][CH:22]=[C:14]([C:12]#[N:13])[CH:15]=2)[NH:19][CH:18]=1)=[O:10]. Given the reactants [Cl-].[Al+3].[Cl-].[Cl-].[Cl:5][CH2:6][CH2:7][CH2:8][C:9](Cl)=[O:10].[C:12]([C:14]1[CH:15]=[C:16]2[C:20](=[CH:21][CH:22]=1)[NH:19][CH:18]=[CH:17]2)#[N:13], predict the reaction product. (3) Given the reactants [I:1][C:2]1[CH:12]=[N:11][C:5]2[NH:6][CH2:7][C:8](=[O:10])[NH:9][C:4]=2[CH:3]=1.[Cl:13][C:14]1[CH:21]=[CH:20][C:19]([Cl:22])=[CH:18][C:15]=1[CH2:16]Br, predict the reaction product. The product is: [Cl:13][C:14]1[CH:21]=[CH:20][C:19]([Cl:22])=[CH:18][C:15]=1[CH2:16][N:9]1[C:8](=[O:10])[CH2:7][NH:6][C:5]2[N:11]=[CH:12][C:2]([I:1])=[CH:3][C:4]1=2.